This data is from Forward reaction prediction with 1.9M reactions from USPTO patents (1976-2016). The task is: Predict the product of the given reaction. Given the reactants [F:1][C:2]1([CH3:28])[CH2:6][NH:5][C@H:4]([C:7]([NH:9][CH2:10][C:11]2[CH:16]=[C:15]([C:17]3[CH:22]=[CH:21][C:20]([O:23][C:24]([F:27])([F:26])[F:25])=[CH:19][CH:18]=3)[N:14]=[CH:13][N:12]=2)=[O:8])[CH2:3]1.C(N(CC)CC)C.[F:36][C:37]1[CH:42]=[CH:41][C:40]([S:43](Cl)(=[O:45])=[O:44])=[CH:39][CH:38]=1, predict the reaction product. The product is: [F:1][C@@:2]1([CH3:28])[CH2:6][N:5]([S:43]([C:40]2[CH:41]=[CH:42][C:37]([F:36])=[CH:38][CH:39]=2)(=[O:45])=[O:44])[C@H:4]([C:7]([NH:9][CH2:10][C:11]2[CH:16]=[C:15]([C:17]3[CH:18]=[CH:19][C:20]([O:23][C:24]([F:25])([F:26])[F:27])=[CH:21][CH:22]=3)[N:14]=[CH:13][N:12]=2)=[O:8])[CH2:3]1.